Regression. Given a peptide amino acid sequence and an MHC pseudo amino acid sequence, predict their binding affinity value. This is MHC class II binding data. From a dataset of Peptide-MHC class II binding affinity with 134,281 pairs from IEDB. The peptide sequence is LGGLWTAVSPHLSPL. The MHC is DRB1_1101 with pseudo-sequence DRB1_1101. The binding affinity (normalized) is 0.713.